Dataset: Full USPTO retrosynthesis dataset with 1.9M reactions from patents (1976-2016). Task: Predict the reactants needed to synthesize the given product. (1) Given the product [Br:16][C:17]1[CH:27]=[C:21]([C:13](=[NH:15])[O-:14])[C:20]([C:25](=[NH:24])[O-:26])=[CH:19][CH:18]=1.[K+:29].[K+:29], predict the reactants needed to synthesize it. The reactants are: BrC1C=C2C(=CC=1)C(=O)OC2=O.[CH:13]([NH2:15])=[O:14].[Br:16][C:17]1[CH:27]=[C:21]2C([NH:24][C:25](=[O:26])[C:20]2=[CH:19][CH:18]=1)=O.[OH-].[K+:29]. (2) Given the product [Cl:12][C:10]1[C:9]([O:13][CH3:14])=[C:4]([C:5]([O:7][CH3:8])=[O:6])[C:3]2[O:15][C:24]([CH2:25][CH3:26])=[CH:23][C:2]=2[CH:11]=1, predict the reactants needed to synthesize it. The reactants are: Br[C:2]1[C:3]([OH:15])=[C:4]([C:9]([O:13][CH3:14])=[C:10]([Cl:12])[CH:11]=1)[C:5]([O:7][CH3:8])=[O:6].C(N(CC)CC)C.[CH:23]#[C:24][CH2:25][CH3:26]. (3) Given the product [C:6]12([NH:16][C:3](=[O:4])[CH2:2][Cl:1])[CH2:13][CH:12]3[CH2:11][CH:10]([CH2:9][CH:8]([CH2:14]3)[CH2:7]1)[CH2:15]2, predict the reactants needed to synthesize it. The reactants are: [Cl:1][CH2:2][C:3](Cl)=[O:4].[C:6]12([NH2:16])[CH2:15][CH:10]3[CH2:11][CH:12]([CH2:14][CH:8]([CH2:9]3)[CH2:7]1)[CH2:13]2.N1C=CC=CC=1. (4) Given the product [N:26]1([CH2:2][CH2:3][CH2:4][CH2:5][CH2:6][CH2:7][N:8]2[C:16]3[C:11](=[CH:12][CH:13]=[CH:14][CH:15]=3)[C:10]3[CH2:17][CH2:18][S:19][C:20]4[CH:25]=[CH:24][CH:23]=[CH:22][C:21]=4[C:9]2=3)[CH2:30][CH2:29][CH2:28][CH2:27]1, predict the reactants needed to synthesize it. The reactants are: Cl[CH2:2][CH2:3][CH2:4][CH2:5][CH2:6][CH2:7][N:8]1[C:16]2[C:11](=[CH:12][CH:13]=[CH:14][CH:15]=2)[C:10]2[CH2:17][CH2:18][S:19][C:20]3[CH:25]=[CH:24][CH:23]=[CH:22][C:21]=3[C:9]1=2.[NH:26]1[CH2:30][CH2:29][CH2:28][CH2:27]1.